Dataset: Forward reaction prediction with 1.9M reactions from USPTO patents (1976-2016). Task: Predict the product of the given reaction. (1) The product is: [F:35][C:11]1[C:12]([C:16]2[CH:17]=[N:18][C:19]([CH:22]3[CH2:23][CH2:24][NH:25][CH2:26][CH2:27]3)=[N:20][CH:21]=2)=[CH:13][CH:14]=[CH:15][C:10]=1[CH2:9][OH:8]. Given the reactants [Si]([O:8][CH2:9][C:10]1[C:11]([F:35])=[C:12]([C:16]2[CH:17]=[N:18][C:19]([CH:22]3[CH2:27][CH2:26][N:25](C(OC(C)(C)C)=O)[CH2:24][CH2:23]3)=[N:20][CH:21]=2)[CH:13]=[CH:14][CH:15]=1)(C(C)(C)C)(C)C.Cl.CCOC(C)=O, predict the reaction product. (2) Given the reactants [CH3:1][C:2]1([CH2:6][OH:7])[CH2:5][O:4][CH2:3]1.[H-].[Na+].[Br:10][C:11]1[CH:12]=[CH:13][C:14](F)=[C:15]([CH:18]=1)[C:16]#[N:17].O, predict the reaction product. The product is: [Br:10][C:11]1[CH:12]=[CH:13][C:14]([O:7][CH2:6][C:2]2([CH3:1])[CH2:5][O:4][CH2:3]2)=[C:15]([CH:18]=1)[C:16]#[N:17]. (3) The product is: [CH2:13]([C:11]1([CH3:12])[C:27]2[CH:26]=[CH:25][S:24][C:23]=2[C:7]2[S:6][CH:10]=[CH:9][C:8]1=2)[CH2:14][CH2:15][CH2:16][CH2:17][CH2:18][CH2:19][CH2:20][CH3:21]. Given the reactants OS(O)(=O)=O.[S:6]1[CH:10]=[CH:9][C:8]([C:11](O)([CH2:13][CH2:14][CH2:15][CH2:16][CH2:17][CH2:18][CH2:19][CH2:20][CH3:21])[CH3:12])=[C:7]1[C:23]1[S:24][CH:25]=[CH:26][CH:27]=1.C(Cl)Cl, predict the reaction product. (4) Given the reactants [Cl:1][C:2]1[CH:7]=[CH:6][C:5]([C:8]2[C:13]([CH3:14])=[N:12][NH:11][C:10](=O)[C:9]=2[C:16]2[C:21]([F:22])=[CH:20][C:19]([F:23])=[CH:18][C:17]=2[F:24])=[CH:4][CH:3]=1.P(Cl)(Cl)([Cl:27])=O, predict the reaction product. The product is: [Cl:27][C:10]1[N:11]=[N:12][C:13]([CH3:14])=[C:8]([C:5]2[CH:6]=[CH:7][C:2]([Cl:1])=[CH:3][CH:4]=2)[C:9]=1[C:16]1[C:21]([F:22])=[CH:20][C:19]([F:23])=[CH:18][C:17]=1[F:24].